This data is from Full USPTO retrosynthesis dataset with 1.9M reactions from patents (1976-2016). The task is: Predict the reactants needed to synthesize the given product. Given the product [CH2:1]([O:8][C:9]([NH:11][C:12]([CH3:30])([CH2:17][NH:18][S:19]([C:22]1[CH:27]=[CH:26][C:25]([Cl:28])=[CH:24][C:23]=1[Cl:29])(=[O:20])=[O:21])[C:13]([OH:15])=[O:14])=[O:10])[C:2]1[CH:3]=[CH:4][CH:5]=[CH:6][CH:7]=1, predict the reactants needed to synthesize it. The reactants are: [CH2:1]([O:8][C:9]([NH:11][C:12]([CH3:30])([CH2:17][NH:18][S:19]([C:22]1[CH:27]=[CH:26][C:25]([Cl:28])=[CH:24][C:23]=1[Cl:29])(=[O:21])=[O:20])[C:13]([O:15]C)=[O:14])=[O:10])[C:2]1[CH:7]=[CH:6][CH:5]=[CH:4][CH:3]=1.C(=O)([O-])[O-].[K+].[K+].C([O-])(O)=O.[Na+].Cl.